From a dataset of NCI-60 drug combinations with 297,098 pairs across 59 cell lines. Regression. Given two drug SMILES strings and cell line genomic features, predict the synergy score measuring deviation from expected non-interaction effect. (1) Drug 1: CC1C(C(CC(O1)OC2CC(CC3=C2C(=C4C(=C3O)C(=O)C5=C(C4=O)C(=CC=C5)OC)O)(C(=O)CO)O)N)O.Cl. Drug 2: C1CC(=O)NC(=O)C1N2CC3=C(C2=O)C=CC=C3N. Cell line: OVCAR-5. Synergy scores: CSS=4.87, Synergy_ZIP=-1.83, Synergy_Bliss=0.165, Synergy_Loewe=-1.02, Synergy_HSA=-0.769. (2) Drug 1: CCCS(=O)(=O)NC1=C(C(=C(C=C1)F)C(=O)C2=CNC3=C2C=C(C=N3)C4=CC=C(C=C4)Cl)F. Drug 2: CCCCCOC(=O)NC1=NC(=O)N(C=C1F)C2C(C(C(O2)C)O)O. Cell line: NCI-H226. Synergy scores: CSS=4.08, Synergy_ZIP=-0.790, Synergy_Bliss=0.0781, Synergy_Loewe=-3.07, Synergy_HSA=-1.90.